Dataset: Forward reaction prediction with 1.9M reactions from USPTO patents (1976-2016). Task: Predict the product of the given reaction. (1) Given the reactants [CH3:1][C:2]1([CH3:9])[CH2:7][C:6](=[O:8])[O:5][C:3]1=[O:4].[Cl-].[Cl-].[Cl-].[Al+3].Cl.[Br:15][C:16]1[CH:21]=[CH:20][CH:19]=[CH:18][CH:17]=1, predict the reaction product. The product is: [Br:15][C:16]1[CH:21]=[CH:20][C:19]([C:6](=[O:8])[CH2:7][C:2]([CH3:9])([CH3:1])[C:3]([OH:5])=[O:4])=[CH:18][CH:17]=1. (2) The product is: [C:5]1([CH2:4][CH:3]([NH:11][C:12](=[O:21])[O:13][CH2:14][C:15]2[CH:20]=[CH:19][CH:18]=[CH:17][CH:16]=2)[C:1]2[NH:24][N:23]=[N:22][N:2]=2)[CH:10]=[CH:9][CH:8]=[CH:7][CH:6]=1. Given the reactants [C:1]([CH:3]([NH:11][C:12](=[O:21])[O:13][CH2:14][C:15]1[CH:20]=[CH:19][CH:18]=[CH:17][CH:16]=1)[CH2:4][C:5]1[CH:10]=[CH:9][CH:8]=[CH:7][CH:6]=1)#[N:2].[N-:22]=[N+:23]=[N-:24].[Na+].Cl, predict the reaction product. (3) Given the reactants [C:1]([O:5][C:6]([NH:8][CH2:9][C@H:10]1[CH2:15][CH2:14][C@H:13]([C:16]([NH:18][C@H:19]([C:37]([O:39][CH3:40])=[O:38])[CH2:20][C:21]2[CH:26]=[CH:25][C:24]([C:27]3[CH:32]=[CH:31][C:30]([C:33](O)=[O:34])=[CH:29][C:28]=3[Cl:36])=[CH:23][CH:22]=2)=[O:17])[CH2:12][CH2:11]1)=[O:7])([CH3:4])([CH3:3])[CH3:2].[CH:41]([NH2:44])([CH3:43])[CH3:42].C(N(CC)C(C)C)(C)C.F[P-](F)(F)(F)(F)F.CN(C(ON1C2=NC=CC=C2N=N1)=[N+](C)C)C, predict the reaction product. The product is: [C:1]([O:5][C:6]([NH:8][CH2:9][C@H:10]1[CH2:15][CH2:14][C@H:13]([C:16]([NH:18][C@@H:19]([CH2:20][C:21]2[CH:26]=[CH:25][C:24]([C:27]3[CH:32]=[CH:31][C:30]([C:33](=[O:34])[NH:44][CH:41]([CH3:43])[CH3:42])=[CH:29][C:28]=3[Cl:36])=[CH:23][CH:22]=2)[C:37]([O:39][CH3:40])=[O:38])=[O:17])[CH2:12][CH2:11]1)=[O:7])([CH3:2])([CH3:3])[CH3:4]. (4) The product is: [ClH:17].[NH2:7][C@@H:8]([C:11]1[C:12]([F:26])=[C:13]([C:14]([Cl:17])=[CH:15][CH:16]=1)[O:18][C:19]1[CH:24]=[CH:23][N:22]=[C:21]([NH2:25])[CH:20]=1)[CH2:9][CH3:10]. Given the reactants C(OC(=O)[NH:7][C@@H:8]([C:11]1[CH:16]=[CH:15][C:14]([Cl:17])=[C:13]([O:18][C:19]2[CH:24]=[CH:23][N:22]=[C:21]([NH2:25])[CH:20]=2)[C:12]=1[F:26])[CH2:9][CH3:10])(C)(C)C.Cl, predict the reaction product. (5) Given the reactants [Br:1][CH2:2][C:3]([NH:5][C:6]1[C:7]([S:15][CH3:16])=[N:8][C:9]([CH3:14])=[CH:10][C:11]=1[S:12][CH3:13])=[O:4].ClC1C=CC=C(C(OO)=[O:25])C=1, predict the reaction product. The product is: [Br:1][CH2:2][C:3]([NH:5][C:6]1[C:7]([S:15]([CH3:16])=[O:25])=[N:8][C:9]([CH3:14])=[CH:10][C:11]=1[S:12][CH3:13])=[O:4]. (6) Given the reactants Cl[C:2]1[CH:7]=[CH:6][N:5]=[CH:4][C:3]=1[N+:8]([O-:10])=[O:9].[CH3:11][C@H:12]1[CH2:17][NH:16][CH2:15][C@H:14]2[NH:18][C:19](=[O:21])[O:20][C@H:13]12.N1CCCCC1.[C:28](O[C:28]([O:30][C:31]([CH3:34])([CH3:33])[CH3:32])=[O:29])([O:30][C:31]([CH3:34])([CH3:33])[CH3:32])=[O:29].CN(C1C=CC=CN=1)C, predict the reaction product. The product is: [CH3:11][C@H:12]1[CH2:17][N:16]([C:2]2[CH:7]=[CH:6][N:5]=[CH:4][C:3]=2[N+:8]([O-:10])=[O:9])[CH2:15][C@H:14]2[N:18]([C:28]([O:30][C:31]([CH3:34])([CH3:33])[CH3:32])=[O:29])[C:19](=[O:21])[O:20][C@H:13]12. (7) Given the reactants [CH3:1][O:2][C:3]1[N:8]=[CH:7][C:6]([C:9](OC)=[O:10])=[CH:5][CH:4]=1.[H-].[Al+3].[Li+].[H-].[H-].[H-], predict the reaction product. The product is: [CH3:1][O:2][C:3]1[N:8]=[CH:7][C:6]([CH2:9][OH:10])=[CH:5][CH:4]=1.